Predict the reactants needed to synthesize the given product. From a dataset of Retrosynthesis with 50K atom-mapped reactions and 10 reaction types from USPTO. (1) The reactants are: CCOC(=O)c1cc(C(=O)CCc2ccccc2)c[nH]1. Given the product CCOC(=O)c1cc(CCCc2ccccc2)c[nH]1, predict the reactants needed to synthesize it. (2) Given the product CC(=O)N1CCC(Nc2nccc(-c3cnc(C)n3C(C)C)n2)CC1, predict the reactants needed to synthesize it. The reactants are: CC(=O)OC(C)=O.Cc1ncc(-c2ccnc(NC3CCNCC3)n2)n1C(C)C.